Dataset: Reaction yield outcomes from USPTO patents with 853,638 reactions. Task: Predict the reaction yield, written as a fraction of the theoretical maximum amount of product (1.0 means a 100% yield; for example, 0.34 means a 34% yield). (1) The reactants are [C:1]([C:4]1[C:39](=[O:40])[C@@:8]2([CH3:41])[C:9]3[C:15]([OH:16])=[CH:14][C:13]([O:17]CC4C=CC=CC=4)=[C:12]([C:25]([NH:27][CH2:28][C:29]4[C:38]5[C:33](=[CH:34][CH:35]=[CH:36][CH:37]=5)[CH:32]=[CH:31][CH:30]=4)=[O:26])[C:10]=3[O:11][C:7]2=[CH:6][C:5]=1[OH:42])(=[O:3])[CH3:2].[H][H]. The catalyst is C(O)C.C(OCC)(=O)C.[C].[Pd]. The product is [C:1]([C:4]1[C:39](=[O:40])[C@@:8]2([CH3:41])[C:9]3[C:15]([OH:16])=[CH:14][C:13]([OH:17])=[C:12]([C:25]([NH:27][CH2:28][C:29]4[C:38]5[C:33](=[CH:34][CH:35]=[CH:36][CH:37]=5)[CH:32]=[CH:31][CH:30]=4)=[O:26])[C:10]=3[O:11][C:7]2=[CH:6][C:5]=1[OH:42])(=[O:3])[CH3:2]. The yield is 0.380. (2) The reactants are [F:1][C:2]1[CH:3]=[C:4](I)[C:5]([NH2:8])=[N:6][CH:7]=1.C[Si]([C:14]#[CH:15])(C)C.C(N(CC)C(C)C)(C)C. The catalyst is [Cu]I.C1C=CC([P]([Pd]([P](C2C=CC=CC=2)(C2C=CC=CC=2)C2C=CC=CC=2)([P](C2C=CC=CC=2)(C2C=CC=CC=2)C2C=CC=CC=2)[P](C2C=CC=CC=2)(C2C=CC=CC=2)C2C=CC=CC=2)(C2C=CC=CC=2)C2C=CC=CC=2)=CC=1.CN1CCCC1=O. The product is [C:14]([C:4]1[C:5]([NH2:8])=[N:6][CH:7]=[C:2]([F:1])[CH:3]=1)#[CH:15]. The yield is 0.300. (3) The reactants are [CH2:1]([N:3]([CH2:14][CH3:15])[C:4](=[O:13])[C:5]1[CH:10]=[CH:9][CH:8]=[CH:7][C:6]=1OC)[CH3:2].[CH3:16][O:17][C:18]1[CH:23]=[CH:22][C:21](B2OCC(C)(C)CO2)=[CH:20][CH:19]=1. The catalyst is C1(C)C=CC=CC=1. The product is [CH2:14]([N:3]([CH2:1][CH3:2])[C:4](=[O:13])[C:5]1[CH:10]=[CH:9][CH:8]=[CH:7][C:6]=1[C:21]1[CH:22]=[CH:23][C:18]([O:17][CH3:16])=[CH:19][CH:20]=1)[CH3:15]. The yield is 0.980.